Dataset: Reaction yield outcomes from USPTO patents with 853,638 reactions. Task: Predict the reaction yield, written as a fraction of the theoretical maximum amount of product (1.0 means a 100% yield; for example, 0.34 means a 34% yield). (1) The reactants are CC(C1C=C(C(C)C)C(C2C=CC=CC=2P(C2CCCCC2)C2CCCCC2)=C(C(C)C)C=1)C.C([Sn](CCCC)(CCCC)[C:40]1[CH:41]=[N:42][CH:43]=[N:44][CH:45]=1)CCC.Br[C:55]1[CH:68]=[CH:67][C:66]2[O:65][C:64]3[C:59](=[CH:60][C:61]([O:69][CH3:70])=[CH:62][CH:63]=3)[C:58](=[O:71])[C:57]=2[CH:56]=1. The catalyst is C1C=CC(/C=C/C(/C=C/C2C=CC=CC=2)=O)=CC=1.C1C=CC(/C=C/C(/C=C/C2C=CC=CC=2)=O)=CC=1.C1C=CC(/C=C/C(/C=C/C2C=CC=CC=2)=O)=CC=1.[Pd].[Pd].O1CCOCC1. The product is [CH3:70][O:69][C:61]1[CH:62]=[CH:63][C:64]2[O:65][C:66]3[C:57](=[CH:56][C:55]([C:40]4[CH:45]=[N:44][CH:43]=[N:42][CH:41]=4)=[CH:68][CH:67]=3)[C:58](=[O:71])[C:59]=2[CH:60]=1. The yield is 0.602. (2) The reactants are I[C:2]1[C:10]2[C:5](=[N:6][CH:7]=[C:8]([C:11]3[CH:16]=[CH:15][C:14]([N:17]4[CH2:22][CH2:21][N:20]([C:23]([O:25][C:26]([CH3:29])([CH3:28])[CH3:27])=[O:24])[CH2:19][CH2:18]4)=[CH:13][C:12]=3[O:30][CH3:31])[CH:9]=2)[N:4]([S:32]([C:35]2[CH:41]=[CH:40][C:38]([CH3:39])=[CH:37][CH:36]=2)(=[O:34])=[O:33])[CH:3]=1.[F:42][C:43]1[CH:44]=[C:45]([CH:61]=[CH:62][CH:63]=1)[CH2:46][N:47]1[CH:51]=[C:50](B2OC(C)(C)C(C)(C)O2)[CH:49]=[N:48]1.C(=O)([O-])[O-].[Na+].[Na+]. The catalyst is C1(C)C=CC=CC=1.C(O)C.O.C1C=CC(P(C2C=CC=CC=2)[C-]2C=CC=C2)=CC=1.C1C=CC(P(C2C=CC=CC=2)[C-]2C=CC=C2)=CC=1.Cl[Pd]Cl.[Fe+2]. The product is [F:42][C:43]1[CH:44]=[C:45]([CH:61]=[CH:62][CH:63]=1)[CH2:46][N:47]1[CH:51]=[C:50]([C:2]2[C:10]3[C:5](=[N:6][CH:7]=[C:8]([C:11]4[CH:16]=[CH:15][C:14]([N:17]5[CH2:22][CH2:21][N:20]([C:23]([O:25][C:26]([CH3:29])([CH3:28])[CH3:27])=[O:24])[CH2:19][CH2:18]5)=[CH:13][C:12]=4[O:30][CH3:31])[CH:9]=3)[N:4]([S:32]([C:35]3[CH:41]=[CH:40][C:38]([CH3:39])=[CH:37][CH:36]=3)(=[O:34])=[O:33])[CH:3]=2)[CH:49]=[N:48]1. The yield is 0.620. (3) The reactants are C1(P(C2CCCCC2)C2C=CC=CC=2C2C=CC=CC=2)CCCCC1.[B:35]1([B:35]2[O:39][C:38]([CH3:41])([CH3:40])[C:37]([CH3:43])([CH3:42])[O:36]2)[O:39][C:38]([CH3:41])([CH3:40])[C:37]([CH3:43])([CH3:42])[O:36]1.[K+].C([O-])(=O)C.Cl[C:50]1[CH:55]=[CH:54][N:53]=[C:52]2[NH:56][CH:57]=[CH:58][C:51]=12. The catalyst is O1CCOCC1.C1C=CC(/C=C/C(/C=C/C2C=CC=CC=2)=O)=CC=1.C1C=CC(/C=C/C(/C=C/C2C=CC=CC=2)=O)=CC=1.C1C=CC(/C=C/C(/C=C/C2C=CC=CC=2)=O)=CC=1.[Pd].[Pd]. The product is [CH3:41][C:38]1([CH3:40])[C:37]([CH3:42])([CH3:43])[O:36][B:35]([C:50]2[CH:55]=[CH:54][N:53]=[C:52]3[NH:56][CH:57]=[CH:58][C:51]=23)[O:39]1. The yield is 0.480. (4) The yield is 0.400. The catalyst is C(Cl)Cl.O1CCCC1. The reactants are FC(F)(F)C(O)=O.[Cl:8][C:9]1[C:10]([F:39])=[C:11]([CH:15]2[C:19]([C:22]3[CH:27]=[CH:26][C:25]([Cl:28])=[CH:24][C:23]=3[F:29])([C:20]#[N:21])[CH:18]([CH2:30][C:31]3([CH2:34][OH:35])[CH2:33][CH2:32]3)[NH:17][CH:16]2[C:36](O)=[O:37])[CH:12]=[CH:13][CH:14]=1.CC1(C)[O:45][C@@H:44]([CH2:46][CH2:47][NH2:48])[CH2:43][O:42]1.CN(C(ON1N=NC2C=CC=NC1=2)=[N+](C)C)C.F[P-](F)(F)(F)(F)F.CCN(C(C)C)C(C)C.Cl. The product is [OH:45][C@H:44]([CH2:43][OH:42])[CH2:46][CH2:47][NH:48][C:36]([CH:16]1[CH:15]([C:11]2[CH:12]=[CH:13][CH:14]=[C:9]([Cl:8])[C:10]=2[F:39])[C:19]([C:22]2[CH:27]=[CH:26][C:25]([Cl:28])=[CH:24][C:23]=2[F:29])([C:20]#[N:21])[CH:18]([CH2:30][C:31]2([CH2:34][OH:35])[CH2:32][CH2:33]2)[NH:17]1)=[O:37]. (5) The reactants are F.F.F.C(N(CC)CC)C.C(N(CC)CC)C.[Si]([O:35][CH2:36][C@H:37]1[O:41][C@@H:40]([N:42]2[CH:49]=[C:48]([CH3:50])[C:46](=[O:47])[NH:45][C:43]2=[O:44])[C@H:39]([O:51][CH2:52][CH2:53][O:54][N:55]([CH3:57])[CH3:56])[C@@H:38]1[OH:58])(C(C)(C)C)(C1C=CC=CC=1)C1C=CC=CC=1.CO. The catalyst is C1COCC1.C(Cl)Cl. The product is [CH3:56][N:55]([CH3:57])[O:54][CH2:53][CH2:52][O:51][C@@H:39]1[C@H:38]([OH:58])[C@@H:37]([CH2:36][OH:35])[O:41][C@H:40]1[N:42]1[CH:49]=[C:48]([CH3:50])[C:46](=[O:47])[NH:45][C:43]1=[O:44]. The yield is 0.925. (6) The reactants are [Cl:1][C:2]1[C:14]([Cl:15])=[C:13]2[C:5]([C:6]3[CH2:7][CH2:8][CH2:9][C:10](=[O:16])[C:11]=3[NH:12]2)=[CH:4][CH:3]=1.[C:17]([Si](C)(C)C)([F:20])([F:19])[F:18].[F-].[Cs+]. The catalyst is C1COCC1. The product is [Cl:1][C:2]1[C:14]([Cl:15])=[C:13]2[C:5]([C:6]3[CH2:7][CH2:8][CH2:9][C:10]([C:17]([F:20])([F:19])[F:18])([OH:16])[C:11]=3[NH:12]2)=[CH:4][CH:3]=1. The yield is 0.190. (7) The reactants are [C:1]([O:5][C:6]([N:8]1[CH2:12][CH2:11][CH2:10][CH:9]1[C:13]([OH:15])=[O:14])=[O:7])([CH3:4])([CH3:3])[CH3:2].C(N(CC)CC)C.Br[CH2:24][C:25]([C:27]1[C:36]2[C:31](=[CH:32][CH:33]=[CH:34][CH:35]=2)[C:30]([Br:37])=[CH:29][CH:28]=1)=[O:26]. The yield is 0.950. The product is [C:1]([O:5][C:6]([N:8]1[CH2:12][CH2:11][CH2:10][CH:9]1[C:13]([O:15][CH2:24][C:25]([C:27]1[C:36]2[C:31](=[CH:32][CH:33]=[CH:34][CH:35]=2)[C:30]([Br:37])=[CH:29][CH:28]=1)=[O:26])=[O:14])=[O:7])([CH3:4])([CH3:2])[CH3:3]. The catalyst is C(#N)C.